This data is from Forward reaction prediction with 1.9M reactions from USPTO patents (1976-2016). The task is: Predict the product of the given reaction. (1) Given the reactants CO[C:3]([C:5]1[C:6]([OH:34])=[C:7]2[C:12](=[CH:13][N:14]=1)[N:11]([CH2:15][C:16]1[CH:21]=[CH:20][CH:19]=[CH:18][CH:17]=1)[C:10](=[O:22])[C:9]([C:23]1[CH:28]=[CH:27][C:26]([O:29][C:30]([F:33])([F:32])[F:31])=[CH:25][CH:24]=1)=[CH:8]2)=[O:4].[NH2:35][CH2:36][CH2:37][C:38]([OH:40])=[O:39].C[O-].[Na+], predict the reaction product. The product is: [CH2:15]([N:11]1[C:12]2[C:7](=[C:6]([OH:34])[C:5]([C:3]([NH:35][CH2:36][CH2:37][C:38]([OH:40])=[O:39])=[O:4])=[N:14][CH:13]=2)[CH:8]=[C:9]([C:23]2[CH:28]=[CH:27][C:26]([O:29][C:30]([F:31])([F:32])[F:33])=[CH:25][CH:24]=2)[C:10]1=[O:22])[C:16]1[CH:17]=[CH:18][CH:19]=[CH:20][CH:21]=1. (2) Given the reactants [CH3:1][C:2]1[C:11]([N+:12]([O-:14])=[O:13])=[CH:10][CH:9]=[CH:8][C:3]=1[C:4]([O:6][CH3:7])=[O:5].C1C(=O)N([Br:22])C(=O)C1.CC(N=NC(C#N)(C)C)(C#N)C, predict the reaction product. The product is: [Br:22][CH2:1][C:2]1[C:11]([N+:12]([O-:14])=[O:13])=[CH:10][CH:9]=[CH:8][C:3]=1[C:4]([O:6][CH3:7])=[O:5]. (3) Given the reactants C([N:8]1[CH2:17][C:16]([CH3:19])([CH3:18])[C:15]2[N:14]=[C:13]([Cl:20])[CH:12]=[CH:11][C:10]=2[CH2:9]1)C1C=CC=CC=1.[CH3:21][CH:22]([OH:24])[CH3:23], predict the reaction product. The product is: [ClH:20].[CH:22]([O:24][C:13]1[CH:12]=[CH:11][C:10]2[CH2:9][NH:8][CH2:17][C:16]([CH3:18])([CH3:19])[C:15]=2[N:14]=1)([CH3:23])[CH3:21]. (4) Given the reactants [CH2:1]([C:5]1[CH:10]=[CH:9][C:8]([C:11]#[C:12][C:13]2[CH:31]=[CH:30][C:16]([CH2:17][NH:18][C:19]3[CH:20]=[CH:21][C:22]([F:29])=[C:23]([CH:28]=3)[C:24]([O:26][CH3:27])=[O:25])=[CH:15][CH:14]=2)=[CH:7][CH:6]=1)[CH2:2][CH2:3][CH3:4].[CH:32](=O)[CH:33]([CH3:35])[CH3:34].C(O[BH-](OC(=O)C)OC(=O)C)(=O)C.C([O-])(O)=O.[Na+], predict the reaction product. The product is: [CH2:1]([C:5]1[CH:6]=[CH:7][C:8]([C:11]#[C:12][C:13]2[CH:14]=[CH:15][C:16]([CH2:17][N:18]([CH2:32][CH:33]([CH3:35])[CH3:34])[C:19]3[CH:20]=[CH:21][C:22]([F:29])=[C:23]([CH:28]=3)[C:24]([O:26][CH3:27])=[O:25])=[CH:30][CH:31]=2)=[CH:9][CH:10]=1)[CH2:2][CH2:3][CH3:4]. (5) Given the reactants [CH2:1]([N:8]1[CH2:13][CH2:12][O:11][CH:10]([C:14]2[CH:19]=[CH:18][C:17]([CH:20]([C:22]3[C:27]([CH3:28])=[CH:26][CH:25]=[CH:24][C:23]=3[CH3:29])[OH:21])=[CH:16][CH:15]=2)[CH2:9]1)[C:2]1[CH:7]=[CH:6][CH:5]=[CH:4][CH:3]=1.CCN(CC)CC.[NH4+].[OH-], predict the reaction product. The product is: [CH2:1]([N:8]1[CH2:13][CH2:12][O:11][CH:10]([C:14]2[CH:19]=[CH:18][C:17]([C:20]([C:22]3[C:27]([CH3:28])=[CH:26][CH:25]=[CH:24][C:23]=3[CH3:29])=[O:21])=[CH:16][CH:15]=2)[CH2:9]1)[C:2]1[CH:7]=[CH:6][CH:5]=[CH:4][CH:3]=1. (6) Given the reactants Br[C:2]1[CH:3]([OH:7])[CH2:4][CH2:5][CH:6]=1.[CH2:8]([Mg]Br)[CH:9]([CH3:11])[CH3:10], predict the reaction product. The product is: [CH2:8]([C:2]1[CH:3]([OH:7])[CH2:4][CH2:5][CH:6]=1)[CH:9]([CH3:11])[CH3:10]. (7) Given the reactants [C:1](Cl)(=[O:3])[CH3:2].C(N(CC)CC)C.[F:12][CH:13]([F:43])[O:14][C:15]1[CH:20]=[CH:19][CH:18]=[CH:17][C:16]=1[CH2:21][C:22]1[N:26]2[CH:27]=[C:28]([C:32]3[CH:37]=[CH:36][C:35]([S:38]([NH2:41])(=[O:40])=[O:39])=[CH:34][CH:33]=3)[C:29]([CH3:31])=[CH:30][C:25]2=[N:24][C:23]=1[CH3:42], predict the reaction product. The product is: [F:43][CH:13]([F:12])[O:14][C:15]1[CH:20]=[CH:19][CH:18]=[CH:17][C:16]=1[CH2:21][C:22]1[N:26]2[CH:27]=[C:28]([C:32]3[CH:37]=[CH:36][C:35]([S:38]([NH:41][C:1](=[O:3])[CH3:2])(=[O:39])=[O:40])=[CH:34][CH:33]=3)[C:29]([CH3:31])=[CH:30][C:25]2=[N:24][C:23]=1[CH3:42]. (8) Given the reactants [C:1]([O:5][C:6](=[O:25])[C@H:7]([CH2:16][CH2:17][C:18]([O:20][C:21]([CH3:24])([CH3:23])[CH3:22])=[O:19])[NH:8][C:9]([O:11][C:12]([CH3:15])([CH3:14])[CH3:13])=[O:10])([CH3:4])([CH3:3])[CH3:2].[Li].C[Si]([N-][Si](C)(C)C)(C)C.[CH2:36](Br)[CH:37]=[CH2:38], predict the reaction product. The product is: [C:1]([O:5][C:6](=[O:25])[C@@H:7]([NH:8][C:9]([O:11][C:12]([CH3:13])([CH3:14])[CH3:15])=[O:10])[CH2:16][C@H:17]([CH2:38][CH:37]=[CH2:36])[C:18]([O:20][C:21]([CH3:24])([CH3:23])[CH3:22])=[O:19])([CH3:2])([CH3:3])[CH3:4].